Predict the product of the given reaction. From a dataset of Forward reaction prediction with 1.9M reactions from USPTO patents (1976-2016). (1) Given the reactants [NH2:1][CH2:2][CH2:3][NH:4][CH2:5][C:6]([O:8][CH3:9])=[O:7].Cl[C:11]([C@:13]12[CH2:48][CH2:47][C@@H:46]([C:49]([CH3:51])=[CH2:50])[C@@H:14]1[C@@H:15]1[C@@:28]([CH3:31])([CH2:29][CH2:30]2)[C@@:27]2([CH3:32])[C@@H:18]([C@:19]3([CH3:45])[C@@H:24]([CH2:25][CH2:26]2)[C:23]([CH3:34])([CH3:33])[C:22]([C:35]2[CH:44]=[CH:43][C:38]([C:39]([O:41][CH3:42])=[O:40])=[CH:37][CH:36]=2)=[CH:21][CH2:20]3)[CH2:17][CH2:16]1)=[O:12], predict the reaction product. The product is: [CH3:9][O:8][C:6](=[O:7])[CH2:5][NH:4][CH2:3][CH2:2][NH:1][C:11]([C@:13]12[CH2:48][CH2:47][C@@H:46]([C:49]([CH3:51])=[CH2:50])[C@@H:14]1[C@@H:15]1[C@@:28]([CH3:31])([CH2:29][CH2:30]2)[C@@:27]2([CH3:32])[C@@H:18]([C@:19]3([CH3:45])[C@@H:24]([CH2:25][CH2:26]2)[C:23]([CH3:34])([CH3:33])[C:22]([C:35]2[CH:36]=[CH:37][C:38]([C:39]([O:41][CH3:42])=[O:40])=[CH:43][CH:44]=2)=[CH:21][CH2:20]3)[CH2:17][CH2:16]1)=[O:12]. (2) Given the reactants Cl.[NH2:2][C:3]1([C:8]([O:10][CH3:11])=[O:9])[CH2:7][CH2:6][CH2:5][CH2:4]1.[F:12][C:13]1[CH:14]=[C:15]([CH:20]=[C:21]([F:23])[CH:22]=1)[C:16](=[O:19])[CH2:17]Br.Cl, predict the reaction product. The product is: [F:12][C:13]1[CH:14]=[C:15]([C:16](=[O:19])[CH2:17][NH:2][C:3]2([C:8]([O:10][CH3:11])=[O:9])[CH2:7][CH2:6][CH2:5][CH2:4]2)[CH:20]=[C:21]([F:23])[CH:22]=1. (3) Given the reactants [NH2:1][C@H:2]([CH2:10][C:11]([OH:13])=[O:12])[CH2:3][C:4]1[CH:9]=[CH:8][CH:7]=[CH:6][CH:5]=1.[C:14](O[C:14]([O:16][C:17]([CH3:20])([CH3:19])[CH3:18])=[O:15])([O:16][C:17]([CH3:20])([CH3:19])[CH3:18])=[O:15].O1CCOCC1.O, predict the reaction product. The product is: [C:17]([O:16][C:14]([NH:1][CH:2]([CH2:3][C:4]1[CH:9]=[CH:8][CH:7]=[CH:6][CH:5]=1)[CH2:10][C:11]([OH:13])=[O:12])=[O:15])([CH3:20])([CH3:19])[CH3:18]. (4) Given the reactants [CH2:1]([O:8][C:9]1[CH:10]=[CH:11][C:12]2[C:13]3[N:21]([CH2:22][CH2:23][CH2:24][CH2:25][NH:26]C(=O)OC(C)(C)C)[C:20]([CH2:34][O:35][CH2:36][CH3:37])=[N:19][C:14]=3[CH:15]=[N:16][C:17]=2[CH:18]=1)[C:2]1[CH:7]=[CH:6][CH:5]=[CH:4][CH:3]=1.[ClH:38], predict the reaction product. The product is: [ClH:38].[ClH:38].[CH2:1]([O:8][C:9]1[CH:10]=[CH:11][C:12]2[C:13]3[N:21]([CH2:22][CH2:23][CH2:24][CH2:25][NH2:26])[C:20]([CH2:34][O:35][CH2:36][CH3:37])=[N:19][C:14]=3[CH:15]=[N:16][C:17]=2[CH:18]=1)[C:2]1[CH:7]=[CH:6][CH:5]=[CH:4][CH:3]=1. (5) Given the reactants [NH2:1][C:2]1[CH:9]=[CH:8][CH:7]=[C:6](Br)[C:3]=1[C:4]#[N:5].[C:11]([Si](C)(C)C)#[CH:12].[OH-].[Na+], predict the reaction product. The product is: [NH2:1][C:2]1[CH:9]=[CH:8][CH:7]=[C:6]([C:11]#[CH:12])[C:3]=1[C:4]#[N:5]. (6) Given the reactants [O:1]=[C:2]1[C:7]([CH2:8][C:9]2[CH:14]=[CH:13][C:12]([C:15]3[C:16]([C:21]#[N:22])=[CH:17][CH:18]=[CH:19][CH:20]=3)=[CH:11][CH:10]=2)=[C:6]([CH2:23][CH2:24][CH3:25])[N:5]2[N:26]=[CH:27][N:28]=[C:4]2[NH:3]1.[CH3:29][O:30][C:31]1[CH:32]=[C:33](B(O)O)[CH:34]=[CH:35][C:36]=1[O:37][CH3:38].C(N(CC)CC)C.N1C=CC=CC=1, predict the reaction product. The product is: [CH3:29][O:30][C:31]1[CH:32]=[C:33]([N:3]2[C:2](=[O:1])[C:7]([CH2:8][C:9]3[CH:10]=[CH:11][C:12]([C:15]4[C:16]([C:21]#[N:22])=[CH:17][CH:18]=[CH:19][CH:20]=4)=[CH:13][CH:14]=3)=[C:6]([CH2:23][CH2:24][CH3:25])[N:5]3[N:26]=[CH:27][N:28]=[C:4]23)[CH:34]=[CH:35][C:36]=1[O:37][CH3:38].